Predict the reaction yield, written as a fraction of the theoretical maximum amount of product (1.0 means a 100% yield; for example, 0.34 means a 34% yield). From a dataset of Reaction yield outcomes from USPTO patents with 853,638 reactions. (1) The reactants are [CH3:1][O:2][C:3]1[CH:8]=[CH:7][C:6]([C:9]2[N:14]=[C:13]([CH2:15][CH2:16][OH:17])[C:12]([CH3:18])=[CH:11][CH:10]=2)=[CH:5][CH:4]=1.O[C:20]1[CH:21]=[C:22]2[C:26](=[CH:27][CH:28]=1)[C@H:25]([CH2:29][C:30]([O:32][CH2:33][CH3:34])=[O:31])[CH2:24][CH2:23]2.C1(P(C2C=CC=CC=2)C2C=CC=CC=2)C=CC=CC=1.N(C(N1CCCCC1)=O)=NC(N1CCCCC1)=O. The catalyst is C1COCC1. The product is [CH3:1][O:2][C:3]1[CH:8]=[CH:7][C:6]([C:9]2[N:14]=[C:13]([CH2:15][CH2:16][O:17][C:20]3[CH:21]=[C:22]4[C:26](=[CH:27][CH:28]=3)[C@H:25]([CH2:29][C:30]([O:32][CH2:33][CH3:34])=[O:31])[CH2:24][CH2:23]4)[C:12]([CH3:18])=[CH:11][CH:10]=2)=[CH:5][CH:4]=1. The yield is 0.410. (2) The reactants are [Br:1][C:2]1[CH:7]=[CH:6][C:5]([CH:8]2[C:13]([C:14]([O:16][CH2:17][CH3:18])=[O:15])=[C:12]([CH3:19])[NH:11][C:10]([CH3:20])=[C:9]2[C:21]([O:23][CH2:24][CH3:25])=[O:22])=[CH:4][CH:3]=1.[H-].[Na+].[CH2:28](Cl)[C:29]1[CH:34]=[CH:33][CH:32]=[CH:31][CH:30]=1.[NH4+].[Cl-]. The catalyst is CN(C=O)C. The product is [CH2:28]([N:11]1[C:12]([CH3:19])=[C:13]([C:14]([O:16][CH2:17][CH3:18])=[O:15])[CH:8]([C:5]2[CH:4]=[CH:3][C:2]([Br:1])=[CH:7][CH:6]=2)[C:9]([C:21]([O:23][CH2:24][CH3:25])=[O:22])=[C:10]1[CH3:20])[C:29]1[CH:34]=[CH:33][CH:32]=[CH:31][CH:30]=1. The yield is 0.0400. (3) The reactants are [C:1]([O:5][C:6]([N:8]1[CH2:13][C:12](B2OC(C)(C)C(C)(C)O2)=[CH:11][CH2:10][CH2:9]1)=[O:7])([CH3:4])([CH3:3])[CH3:2].[NH2:23][C:24]1[CH:29]=[CH:28][C:27]([CH:30]2[CH2:35][CH2:34][N:33]([C:36](=[O:38])[CH3:37])[CH2:32][CH2:31]2)=[CH:26][C:25]=1Br.C([O-])([O-])=O.[Na+].[Na+]. The catalyst is C1(C)C=CC=CC=1.CCO.CCOC(C)=O.C1C=CC([P]([Pd]([P](C2C=CC=CC=2)(C2C=CC=CC=2)C2C=CC=CC=2)([P](C2C=CC=CC=2)(C2C=CC=CC=2)C2C=CC=CC=2)[P](C2C=CC=CC=2)(C2C=CC=CC=2)C2C=CC=CC=2)(C2C=CC=CC=2)C2C=CC=CC=2)=CC=1. The product is [C:1]([O:5][C:6]([N:8]1[CH2:13][C:12]([C:25]2[CH:26]=[C:27]([CH:30]3[CH2:35][CH2:34][N:33]([C:36](=[O:38])[CH3:37])[CH2:32][CH2:31]3)[CH:28]=[CH:29][C:24]=2[NH2:23])=[CH:11][CH2:10][CH2:9]1)=[O:7])([CH3:2])([CH3:3])[CH3:4]. The yield is 0.930. (4) The reactants are CCO[C:4](/[N:6]=N/C(OCC)=O)=O.C1C=CC(P(C2C=CC=CC=2)C2C=CC=CC=2)=CC=1.O[CH2:33][CH2:34][C:35]1[O:36][C:37]([CH2:40][CH2:41][O:42][CH2:43][C:44]2[CH:49]=[CH:48][CH:47]=[CH:46][CH:45]=2)=[CH:38][CH:39]=1.CC(C)(O)C#N. The catalyst is C1COCC1. The product is [C:44]1([CH2:43][O:42][CH2:41][CH2:40][C:37]2[O:36][C:35]([CH2:34][CH2:33][C:4]#[N:6])=[CH:39][CH:38]=2)[CH:49]=[CH:48][CH:47]=[CH:46][CH:45]=1. The yield is 0.260. (5) The reactants are C[O:2][C:3]([CH:5]1[CH2:9][S:8][CH:7]2[CH2:10][C:11]([NH:20][C:21]([O:23][C:24]([CH3:27])([CH3:26])[CH3:25])=[O:22])([C:14]3[CH:19]=[CH:18][CH:17]=[CH:16][CH:15]=3)[C:12](=[O:13])[N:6]12)=O.[NH3:28].CO. The catalyst is CO. The product is [C:24]([O:23][C:21](=[O:22])[NH:20][C:11]1([C:14]2[CH:15]=[CH:16][CH:17]=[CH:18][CH:19]=2)[C:12](=[O:13])[N:6]2[CH:7]([S:8][CH2:9][CH:5]2[C:3](=[O:2])[NH2:28])[CH2:10]1)([CH3:25])([CH3:26])[CH3:27]. The yield is 0.974. (6) The reactants are [CH3:1][C:2]1[S:3][CH:4]=[C:5]([CH:7]=[O:8])[N:6]=1.C[Si]([C:13]#[N:14])(C)C.[H-].[Li+].[Al+3].[Li+].[H-].[H-].[H-].[H-].[OH-].[Na+]. The catalyst is [I-].[Zn+2].[I-].O.C1(C)C=CC=CC=1. The product is [NH2:14][CH2:13][CH:7]([C:5]1[N:6]=[C:2]([CH3:1])[S:3][CH:4]=1)[OH:8]. The yield is 0.420. (7) The yield is 0.950. The product is [CH2:30]([CH2:32][NH2:33])[OH:31].[O:1]=[C:2]1[C:11]2[C:6](=[CH:7][CH:8]=[CH:9][CH:10]=2)[C:5]([CH2:12][C:13]([OH:15])=[O:14])=[N:4][N:3]1[CH2:16][C:17]1[S:18][C:19]2[CH:25]=[CH:24][C:23]([C:26]([F:29])([F:28])[F:27])=[CH:22][C:20]=2[N:21]=1. The catalyst is CC(C)=O. The reactants are [O:1]=[C:2]1[C:11]2[C:6](=[CH:7][CH:8]=[CH:9][CH:10]=2)[C:5]([CH2:12][C:13]([OH:15])=[O:14])=[N:4][N:3]1[CH2:16][C:17]1[S:18][C:19]2[CH:25]=[CH:24][C:23]([C:26]([F:29])([F:28])[F:27])=[CH:22][C:20]=2[N:21]=1.[CH2:30]([CH2:32][NH2:33])[OH:31]. (8) The reactants are C(O)(=O)C.[OH:5][C@@H:6]1[CH2:19][CH2:18][C@H:17]2[C@@H:8]([CH2:9][C@H:10]3[C@H:15]([CH2:16]2)[C@H:14]2[CH2:20][C:21](=[O:23])[CH2:22][C@:13]2([CH3:24])[CH2:12][CH2:11]3)[CH2:7]1.C([O-])([O-])=O.[K+].[K+]. The catalyst is CO.O.[Cl-].[Na+].O. The product is [OH:5][C@@H:6]1[CH2:19][CH2:18][C@H:17]2[C@@H:8]([CH2:9][C@H:10]3[C@H:15]([CH2:16]2)[C@H:14]2[CH2:20][C:21](=[O:23])[CH2:22][C@:13]2([CH3:24])[CH2:12][CH2:11]3)[CH2:7]1. The yield is 0.900.